Dataset: Full USPTO retrosynthesis dataset with 1.9M reactions from patents (1976-2016). Task: Predict the reactants needed to synthesize the given product. (1) The reactants are: [H-].[Na+].[Br:3][C:4]1[N:9]=[C:8]([NH:10][C:11](=[O:17])[O:12][C:13]([CH3:16])([CH3:15])[CH3:14])[C:7]([O:18][CH3:19])=[CH:6][CH:5]=1.I[CH3:21].[NH4+].[Cl-]. Given the product [Br:3][C:4]1[N:9]=[C:8]([N:10]([CH3:21])[C:11](=[O:17])[O:12][C:13]([CH3:14])([CH3:15])[CH3:16])[C:7]([O:18][CH3:19])=[CH:6][CH:5]=1, predict the reactants needed to synthesize it. (2) The reactants are: [CH3:1][C:2]1[CH:7]=[CH:6][CH:5]=[C:4]([CH3:8])[C:3]=1[O:9][CH2:10][C:11]1[C:15]([CH2:16][O:17][C:18]2[CH:23]=[CH:22][C:21]([C:24]3[CH:25]=[C:26]4[C:31](=[CH:32][CH:33]=3)[N:30]=[C:29]([C:34]([O:36]C)=[O:35])[CH:28]=[CH:27]4)=[CH:20][CH:19]=2)=[C:14]([CH:38]([CH3:40])[CH3:39])[O:13][N:12]=1.O1CCCC1.[OH-].[Na+].Cl. Given the product [CH3:1][C:2]1[CH:7]=[CH:6][CH:5]=[C:4]([CH3:8])[C:3]=1[O:9][CH2:10][C:11]1[C:15]([CH2:16][O:17][C:18]2[CH:19]=[CH:20][C:21]([C:24]3[CH:25]=[C:26]4[C:31](=[CH:32][CH:33]=3)[N:30]=[C:29]([C:34]([OH:36])=[O:35])[CH:28]=[CH:27]4)=[CH:22][CH:23]=2)=[C:14]([CH:38]([CH3:40])[CH3:39])[O:13][N:12]=1, predict the reactants needed to synthesize it. (3) Given the product [OH:7][CH2:8][CH2:9][CH2:10][CH2:11][O:12][CH:13]1[CH2:14][CH2:15][CH2:16][O:18]1, predict the reactants needed to synthesize it. The reactants are: C1(=O)OCCC1.[OH:7][CH2:8][CH2:9][CH2:10][CH2:11][O:12][C:13](=[O:18])[CH2:14][CH2:15][CH2:16]O. (4) Given the product [CH:26]1([C:23]2[CH:24]=[CH:25][C:20]3[C:33]([NH:15][C:9]4[CH:10]=[C:11]([CH3:14])[CH:12]=[CH:13][C:8]=4[O:7][C:6]4[CH:16]=[CH:17][C:3]([O:2][CH3:1])=[CH:4][CH:5]=4)=[N:31][CH:30]=[N:29][C:21]=3[N:22]=2)[CH2:27][CH2:28]1, predict the reactants needed to synthesize it. The reactants are: [CH3:1][O:2][C:3]1[CH:17]=[CH:16][C:6]([O:7][C:8]2[CH:13]=[CH:12][C:11]([CH3:14])=[CH:10][C:9]=2[NH2:15])=[CH:5][CH:4]=1.C([C:20]1[C:21]([N:29]=[CH:30][N:31]([CH3:33])C)=[N:22][C:23]([CH:26]2[CH2:28][CH2:27]2)=[CH:24][CH:25]=1)#N.NC1C=C(C)C=CC=1SC1C=CC(O)=CC=1.C(C1C(N=CN(C)C)=NC(C)=CC=1)#N. (5) Given the product [N:11]1([C:8]2[N:9]=[CH:10][C:5]([C:3]([OH:4])=[O:2])=[N:6][CH:7]=2)[CH2:12][CH2:13][CH2:14][CH2:15][CH2:16]1, predict the reactants needed to synthesize it. The reactants are: C[O:2][C:3]([C:5]1[CH:10]=[N:9][C:8]([N:11]2[CH2:16][CH2:15][CH2:14][CH2:13][CH2:12]2)=[CH:7][N:6]=1)=[O:4].[OH-].[Na+].C1COCC1.